Predict the reactants needed to synthesize the given product. From a dataset of Full USPTO retrosynthesis dataset with 1.9M reactions from patents (1976-2016). (1) The reactants are: Br[C:2]1[CH:10]=[C:9]2[C:5]([CH:6]=[CH:7][NH:8]2)=[CH:4][CH:3]=1.OB(O)[C:13]1[CH:21]=[CH:20][C:16]([C:17]([OH:19])=[O:18])=[CH:15][CH:14]=1.C(Cl)Cl.C([O-])([O-])=O.[Na+].[Na+]. Given the product [NH:8]1[C:9]2[C:5](=[CH:4][CH:3]=[C:2]([C:13]3[CH:21]=[CH:20][C:16]([C:17]([OH:19])=[O:18])=[CH:15][CH:14]=3)[CH:10]=2)[CH:6]=[CH:7]1, predict the reactants needed to synthesize it. (2) Given the product [CH3:1][O:2][C:3]([C:5]1[CH:10]=[CH:9][C:8]([Br:11])=[C:7]([Cl:18])[N:6]=1)=[O:4], predict the reactants needed to synthesize it. The reactants are: [CH3:1][O:2][C:3]([C:5]1[CH:10]=[CH:9][C:8]([Br:11])=[CH:7][N:6]=1)=[O:4].C1C=C([Cl:18])C=C(C(OO)=O)C=1.BrC1C=CC(C(OC)=O)=[N+]([O-])C=1.P(Cl)(Cl)(Cl)=O. (3) The reactants are: [CH3:1][C:2]1[CH2:6][CH:5]([CH3:7])[N:4]([CH2:8][C:9]([O:11]CC)=[O:10])[N:3]=1.[OH-].[Li+].CO.[Cl-].[NH4+]. Given the product [CH3:1][C:2]1[CH2:6][CH:5]([CH3:7])[N:4]([CH2:8][C:9]([OH:11])=[O:10])[N:3]=1, predict the reactants needed to synthesize it. (4) Given the product [CH:1]1([C:4]2[C:5]([CH2:17][O:18][C:19]3[CH:24]=[CH:23][C:22]([C:25]4[C:29]([Cl:33])=[C:28]([CH3:30])[N:27]([CH3:31])[N:26]=4)=[CH:21][C:20]=3[CH3:32])=[C:6]([N:10]3[C:14](=[O:15])[N:13]([CH3:16])[N:12]=[N:11]3)[CH:7]=[CH:8][CH:9]=2)[CH2:3][CH2:2]1, predict the reactants needed to synthesize it. The reactants are: [CH:1]1([C:4]2[C:5]([CH2:17][O:18][C:19]3[CH:24]=[CH:23][C:22]([C:25]4[CH:29]=[C:28]([CH3:30])[N:27]([CH3:31])[N:26]=4)=[CH:21][C:20]=3[CH3:32])=[C:6]([N:10]3[C:14](=[O:15])[N:13]([CH3:16])[N:12]=[N:11]3)[CH:7]=[CH:8][CH:9]=2)[CH2:3][CH2:2]1.[Cl:33]N1C(=O)CCC1=O. (5) Given the product [CH:45]1([CH2:48][O:49][NH:50][C:39]([C:38]2[C:30]([NH:29][C:26]3[CH:27]=[CH:28][C:23]([Br:22])=[CH:24][C:25]=3[CH3:44])=[C:31]([F:43])[C:32](=[O:42])[N:33]3[C:37]=2[CH2:36][CH2:35][CH2:34]3)=[O:41])[CH2:47][CH2:46]1, predict the reactants needed to synthesize it. The reactants are: CCN=C=NCCCN(C)C.C1C=CC2N(O)N=NC=2C=1.[Br:22][C:23]1[CH:28]=[CH:27][C:26]([NH:29][C:30]2[C:38]([C:39]([OH:41])=O)=[C:37]3[N:33]([CH2:34][CH2:35][CH2:36]3)[C:32](=[O:42])[C:31]=2[F:43])=[C:25]([CH3:44])[CH:24]=1.[CH:45]1([CH2:48][O:49][NH2:50])[CH2:47][CH2:46]1. (6) The reactants are: [Cl:1][C:2]1[CH:3]=[C:4]([CH:22]=[CH:23][C:24]=1[Cl:25])[C:5]([NH:7][C:8]1[CH:13]=[CH:12][C:11]([O:14][C:15]2[CH:20]=[CH:19][CH:18]=[CH:17][CH:16]=2)=[C:10]([F:21])[CH:9]=1)=[O:6].[C:26]1(=[O:32])[O:31][C:29](=[O:30])[CH2:28][CH2:27]1.[Cl-].[Al+3].[Cl-].[Cl-]. Given the product [Cl:1][C:2]1[CH:3]=[C:4]([CH:22]=[CH:23][C:24]=1[Cl:25])[C:5]([NH:7][C:8]1[CH:13]=[CH:12][C:11]([O:14][C:15]2[CH:20]=[CH:19][C:18]([C:26](=[O:32])[CH2:27][CH2:28][C:29]([OH:31])=[O:30])=[CH:17][CH:16]=2)=[C:10]([F:21])[CH:9]=1)=[O:6], predict the reactants needed to synthesize it. (7) Given the product [N:29]([C@H:32]1[CH2:37][CH2:36][C@H:35]([NH:38][C:25]([C:21]2[C:17]3[N:18]=[CH:19][N:20]=[C:15]([C:7]4[CH:8]=[C:9]([CH:12]([F:14])[F:13])[CH:10]=[CH:11][C:6]=4[O:5][CH2:4][CH:1]4[CH2:2][CH2:3]4)[C:16]=3[NH:23][C:22]=2[CH3:24])=[O:26])[C@H:34]([F:39])[CH2:33]1)=[N+:30]=[N-:31], predict the reactants needed to synthesize it. The reactants are: [CH:1]1([CH2:4][O:5][C:6]2[CH:11]=[CH:10][C:9]([CH:12]([F:14])[F:13])=[CH:8][C:7]=2[C:15]2[C:16]3[NH:23][C:22]([CH3:24])=[C:21]([C:25](O)=[O:26])[C:17]=3[N:18]=[CH:19][N:20]=2)[CH2:3][CH2:2]1.Cl.[N:29]([C@@H:32]1[CH2:37][CH2:36][C@@H:35]([NH2:38])[C@@H:34]([F:39])[CH2:33]1)=[N+:30]=[N-:31]. (8) The reactants are: [C:1]([CH2:4][N:5]1[C:9]([NH:10][C:11]([NH:13][C:14]2[CH:19]=[CH:18][CH:17]=[C:16]([Cl:20])[C:15]=2[Cl:21])=[O:12])=[CH:8][C:7]([C:22]([CH3:25])([CH3:24])[CH3:23])=[N:6]1)(O)=[O:2].C(OC(CN1C(NC(NC2C=CC=C(Cl)C=2Cl)=O)=CC(C(C)(C)C)=N1)=O)C.[OH-].[Na+].Cl. Given the product [OH:2][CH2:1][CH2:4][N:5]1[C:9]([NH:10][C:11]([NH:13][C:14]2[CH:19]=[CH:18][CH:17]=[C:16]([Cl:20])[C:15]=2[Cl:21])=[O:12])=[CH:8][C:7]([C:22]([CH3:25])([CH3:24])[CH3:23])=[N:6]1, predict the reactants needed to synthesize it. (9) Given the product [NH2:19][CH2:18][C:13]1[N:12]=[C:11]([N:30]([C:32]2[CH:37]=[CH:36][C:35]([O:38][CH3:39])=[CH:34][CH:33]=2)[CH3:31])[C:10]2[C:15](=[CH:16][CH:17]=[C:8]([C:5]3[CH:4]=[CH:3][C:2]([Cl:1])=[CH:7][CH:6]=3)[CH:9]=2)[N:14]=1, predict the reactants needed to synthesize it. The reactants are: [Cl:1][C:2]1[CH:7]=[CH:6][C:5]([C:8]2[CH:9]=[C:10]3[C:15](=[CH:16][CH:17]=2)[N:14]=[C:13]([CH2:18][N:19]2C(=O)C4C(=CC=CC=4)C2=O)[N:12]=[C:11]3[N:30]([C:32]2[CH:37]=[CH:36][C:35]([O:38][CH3:39])=[CH:34][CH:33]=2)[CH3:31])=[CH:4][CH:3]=1.BrC1C=C2C(=CC=1)N=C(CN1C(=O)C3C(=CC=CC=3)C1=O)N=C2N(C1C=CC(OC)=CC=1)C. (10) Given the product [CH3:13][Si:2]([CH3:1])([CH3:12])[O:3][CH2:4][CH2:5][CH2:6][C-:7]1[CH:11]=[CH:10][CH:9]=[CH:8]1.[Li+:18], predict the reactants needed to synthesize it. The reactants are: [CH3:1][Si:2]([CH3:13])([CH3:12])[O:3][CH2:4][CH2:5][CH2:6][C:7]1[CH2:11][CH:10]=[CH:9][CH:8]=1.C([Li:18])CCC.